From a dataset of Reaction yield outcomes from USPTO patents with 853,638 reactions. Predict the reaction yield, written as a fraction of the theoretical maximum amount of product (1.0 means a 100% yield; for example, 0.34 means a 34% yield). (1) The reactants are [CH3:1][N:2]1[CH2:7][CH2:6][CH:5]([C:8]2[C:17]3[C:12](=[CH:13][CH:14]=[CH:15][CH:16]=3)[NH:11][C:10](=O)[N:9]=2)[CH2:4][CH2:3]1.P(Cl)(Cl)(Cl)=O.[NH2:24][C:25]1[CH:33]=[CH:32][C:28]([C:29]([OH:31])=O)=[CH:27][CH:26]=1.C(N(CC)CC)C.CN(C(ON1N=NC2C=CC=NC1=2)=[N+](C)C)C.F[P-](F)(F)(F)(F)F.CCN(C(C)C)C(C)C.[CH3:74][C:75]1[CH:81]=[CH:80][CH:79]=[C:78]([CH3:82])[C:76]=1[NH2:77]. The catalyst is CN(C)C=O.O.C(O)CCC. The product is [CH3:74][C:75]1[CH:81]=[CH:80][CH:79]=[C:78]([CH3:82])[C:76]=1[NH:77][C:29](=[O:31])[C:28]1[CH:27]=[CH:26][C:25]([NH:24][C:10]2[N:9]=[C:8]([CH:5]3[CH2:6][CH2:7][N:2]([CH3:1])[CH2:3][CH2:4]3)[C:17]3[C:12](=[CH:13][CH:14]=[CH:15][CH:16]=3)[N:11]=2)=[CH:33][CH:32]=1. The yield is 0.0200. (2) The reactants are [Br:1][C:2]1[C:7]([F:8])=[CH:6][C:5]([N:9]2[C:18]3[C:13](=[CH:14][C:15]([S:19]([NH:22][C:23]4[CH:27]=[CH:26][O:25][N:24]=4)(=[O:21])=[O:20])=[CH:16][CH:17]=3)[CH:12]=[CH:11][C:10]2=[O:28])=[C:4]([O:29][CH3:30])[CH:3]=1.C(=O)([O-])[O-].[Cs+].[Cs+].CN(C=O)C.[CH3:42][O:43][C:44]1[CH:51]=[CH:50][C:47]([CH2:48]Cl)=[CH:46][CH:45]=1. The catalyst is O.C(Cl)Cl.CCOC(C)=O. The product is [Br:1][C:2]1[C:7]([F:8])=[CH:6][C:5]([N:9]2[C:18]3[C:13](=[CH:14][C:15]([S:19]([N:22]([C:23]4[CH:27]=[CH:26][O:25][N:24]=4)[CH2:48][C:47]4[CH:50]=[CH:51][C:44]([O:43][CH3:42])=[CH:45][CH:46]=4)(=[O:20])=[O:21])=[CH:16][CH:17]=3)[CH:12]=[CH:11][C:10]2=[O:28])=[C:4]([O:29][CH3:30])[CH:3]=1. The yield is 0.748. (3) The reactants are CC1(C)C(C)(C)OB([C:9]2[CH:14]=[CH:13][C:12]([C@@H:15]([CH3:25])[CH2:16][NH:17][C:18](=[O:24])[O:19][C:20]([CH3:23])([CH3:22])[CH3:21])=[CH:11][CH:10]=2)O1.Br[C:28]1[C:29]2[C:30]3[CH:52]=[C:51]([CH3:53])[S:50][C:31]=3[C:32](=[O:49])[N:33]([CH2:41][O:42][CH2:43][CH2:44][Si:45]([CH3:48])([CH3:47])[CH3:46])[C:34]=2[C:35]([CH3:40])=[CH:36][C:37]=1[O:38][CH3:39]. No catalyst specified. The product is [CH3:39][O:38][C:37]1[CH:36]=[C:35]([CH3:40])[C:34]2[N:33]([CH2:41][O:42][CH2:43][CH2:44][Si:45]([CH3:46])([CH3:47])[CH3:48])[C:32](=[O:49])[C:31]3[S:50][C:51]([CH3:53])=[CH:52][C:30]=3[C:29]=2[C:28]=1[C:9]1[CH:10]=[CH:11][C:12]([C@@H:15]([CH3:25])[CH2:16][NH:17][C:18](=[O:24])[O:19][C:20]([CH3:21])([CH3:22])[CH3:23])=[CH:13][CH:14]=1. The yield is 0.450.